This data is from Forward reaction prediction with 1.9M reactions from USPTO patents (1976-2016). The task is: Predict the product of the given reaction. (1) Given the reactants [Cl:1][C:2]1[C:11]2[N:10]([CH3:12])[O:9][CH:8]3[N:13]([C:19]([O:21][C:22]([CH3:25])([CH3:24])[CH3:23])=[O:20])[C@H:14]([C:16]([OH:18])=[O:17])[CH2:15][C@@:7]3([O:26][C:27]([O:29][C:30]([CH3:33])([CH3:32])[CH3:31])=[O:28])[C:6]=2[CH:5]=[CH:4][CH:3]=1.CN1C=CN=C1.C1(C)C=C(C)C=C(C)C=1S(N1C=NC([N+]([O-])=O)=N1)(=O)=O.[C:60]([O:63][CH:64]1[C:73]([CH3:74])=[CH:72][CH:71]2[C:66]([OH:81])([CH:67]([CH3:80])[CH2:68][CH2:69][CH:70]2[C:75]([CH3:79])=[C:76]([Cl:78])[Cl:77])[CH:65]1O)(=[O:62])[CH3:61], predict the reaction product. The product is: [Cl:1][C:2]1[C:11]2[N:10]([CH3:12])[O:9][C@H:8]3[N:13]([C:19]([O:21][C:22]([CH3:25])([CH3:24])[CH3:23])=[O:20])[C@H:14]([C:16]([O:18][C@@H:65]4[C@:66]5([OH:81])[C@H:71]([C@H:70]([C:75]([CH3:79])=[C:76]([Cl:78])[Cl:77])[CH2:69][CH2:68][C@H:67]5[CH3:80])[CH:72]=[C:73]([CH3:74])[C@H:64]4[O:63][C:60](=[O:62])[CH3:61])=[O:17])[CH2:15][C@@:7]3([O:26][C:27]([O:29][C:30]([CH3:33])([CH3:32])[CH3:31])=[O:28])[C:6]=2[CH:5]=[CH:4][CH:3]=1. (2) Given the reactants Br[C:2]1[CH:3]=[C:4]2[C:8](=[C:9]([F:11])[CH:10]=1)[N:7]([CH3:12])[C:6](=[O:13])[C:5]2([CH3:15])[CH3:14].[CH3:16][N:17]1[C:21]([C:22]#[N:23])=[CH:20][CH:19]=[C:18]1B(O)O.[F-].[K+], predict the reaction product. The product is: [F:11][C:9]1[CH:10]=[C:2]([C:18]2[N:17]([CH3:16])[C:21]([C:22]#[N:23])=[CH:20][CH:19]=2)[CH:3]=[C:4]2[C:8]=1[N:7]([CH3:12])[C:6](=[O:13])[C:5]2([CH3:15])[CH3:14]. (3) Given the reactants [CH3:1][O:2][C:3]1[CH:10]=[CH:9][C:6]([C:7]#[N:8])=[CH:5][CH:4]=1.CC(C)([O-])C.[K+].[C:17](#[N:20])[CH2:18][CH3:19].C1(C)C=CC=CC=1, predict the reaction product. The product is: [NH2:8][C:7]([C:6]1[CH:9]=[CH:10][C:3]([O:2][CH3:1])=[CH:4][CH:5]=1)=[C:18]([CH3:19])[C:17]#[N:20].